From a dataset of Reaction yield outcomes from USPTO patents with 853,638 reactions. Predict the reaction yield, written as a fraction of the theoretical maximum amount of product (1.0 means a 100% yield; for example, 0.34 means a 34% yield). (1) The reactants are [CH2:1]([N:3]1[C:12]2[CH:11]=[CH:10][C:9]([CH3:13])=[CH:8][C:7]=2[C:6](=[O:14])[C:5]2[N:15]([CH3:18])[N:16]=[CH:17][C:4]1=2)[CH3:2].Cl.[CH3:20][N:21]([CH3:26])[CH2:22]CC[Cl:25].C(=O)([O-])[O-].[K+].[K+].O. The catalyst is CN(C)C=O. The product is [ClH:25].[CH3:20][N:21]([CH3:26])[CH2:22][CH2:2][CH2:1][N:3]1[C:12]2[CH:11]=[CH:10][C:9]([CH3:13])=[CH:8][C:7]=2[C:6](=[O:14])[C:5]2[N:15]([CH3:18])[N:16]=[CH:17][C:4]1=2. The yield is 0.790. (2) The reactants are [C:1](=[O:19])([O:17][CH3:18])[O:2][C:3]1[C:8]([N+:9]([O-])=O)=[CH:7][C:6]([F:12])=[CH:5][C:4]=1[C:13]([CH3:16])([CH3:15])[CH3:14].C([O-])=O.[NH4+]. The catalyst is CCO.[Pd]. The product is [C:1](=[O:19])([O:17][CH3:18])[O:2][C:3]1[C:8]([NH2:9])=[CH:7][C:6]([F:12])=[CH:5][C:4]=1[C:13]([CH3:14])([CH3:15])[CH3:16]. The yield is 0.270.